This data is from TCR-epitope binding with 47,182 pairs between 192 epitopes and 23,139 TCRs. The task is: Binary Classification. Given a T-cell receptor sequence (or CDR3 region) and an epitope sequence, predict whether binding occurs between them. (1) The epitope is SEVGPEHSLAEY. The TCR CDR3 sequence is CASSLVGAYNEQFF. Result: 1 (the TCR binds to the epitope). (2) The epitope is TEILPVSMTK. The TCR CDR3 sequence is CASSYTGFEQYF. Result: 0 (the TCR does not bind to the epitope). (3) The epitope is NYSGVVTTVMF. The TCR CDR3 sequence is CASSQVLGQFYEQYF. Result: 0 (the TCR does not bind to the epitope).